From a dataset of Forward reaction prediction with 1.9M reactions from USPTO patents (1976-2016). Predict the product of the given reaction. (1) Given the reactants Cl.[CH3:2][C:3]1([CH3:16])[CH2:8][O:7][C:6]2([CH2:13][CH2:12][CH:11]([NH:14][CH3:15])[CH2:10][CH2:9]2)[O:5][CH2:4]1.CCN(CC)CC.[C:32](O[C:32]([O:34][C:35]([CH3:38])([CH3:37])[CH3:36])=[O:33])([O:34][C:35]([CH3:38])([CH3:37])[CH3:36])=[O:33], predict the reaction product. The product is: [C:35]([O:34][C:32](=[O:33])[N:14]([CH:11]1[CH2:10][CH2:9][C:6]2([O:5][CH2:4][C:3]([CH3:16])([CH3:2])[CH2:8][O:7]2)[CH2:13][CH2:12]1)[CH3:15])([CH3:36])([CH3:37])[CH3:38]. (2) The product is: [CH2:1]([O:8][C:9]([N:10]([CH3:11])[C@@H:12]([CH3:45])[C:13]([N:15]([C@@H:17]([C@H:18]([CH3:39])[CH2:19][CH2:20][O:21][Si:22]([C:35]([CH3:37])([CH3:36])[CH3:38])([C:29]1[CH:34]=[CH:33][CH:32]=[CH:31][CH:30]=1)[C:23]1[CH:28]=[CH:27][CH:26]=[CH:25][CH:24]=1)[C:40]([OH:41])=[O:47])[CH3:16])=[O:14])=[O:46])[C:2]1[CH:7]=[CH:6][CH:5]=[CH:4][CH:3]=1. Given the reactants [CH2:1]([O:8][C:9](=[O:46])[N:10]([C@@H:12]([CH3:45])[C:13]([N:15]([C@H:17]([C:40]1[O:41]C=CC=1)[C@H:18]([CH3:39])[CH2:19][CH2:20][O:21][Si:22]([C:35]([CH3:38])([CH3:37])[CH3:36])([C:29]1[CH:34]=[CH:33][CH:32]=[CH:31][CH:30]=1)[C:23]1[CH:28]=[CH:27][CH:26]=[CH:25][CH:24]=1)[CH3:16])=[O:14])[CH3:11])[C:2]1[CH:7]=[CH:6][CH:5]=[CH:4][CH:3]=1.[OH2:47].C(Cl)(Cl)(Cl)Cl.CC#N, predict the reaction product. (3) Given the reactants [NH2:1][C:2]1[N:7]=[C:6]([C:8]2[N:9](C(OC(C)(C)C)=O)[C:10]3[C:15]([CH:16]=2)=[CH:14][CH:13]=[CH:12][CH:11]=3)[CH:5]=[N:4][CH:3]=1.Cl[C:25]1[CH:34]=[CH:33][C:28]([C:29]([O:31]C)=[O:30])=[CH:27][N:26]=1.C([O-])([O-])=O.[K+].[K+].[OH-].[Na+].Cl, predict the reaction product. The product is: [NH:9]1[C:10]2[C:15](=[CH:14][CH:13]=[CH:12][CH:11]=2)[CH:16]=[C:8]1[C:6]1[N:7]=[C:2]([NH:1][C:25]2[CH:34]=[CH:33][C:28]([C:29]([OH:31])=[O:30])=[CH:27][N:26]=2)[CH:3]=[N:4][CH:5]=1. (4) Given the reactants [CH2:1]([O:8][C@@H:9]1[CH2:14][CH2:13][CH2:12][CH2:11][C@H:10]1[N:15]1[C:19]([C:20]2[CH:25]=[CH:24][CH:23]=[CH:22][CH:21]=2)=[C:18]([C:26](O)=[O:27])[NH:17][C:16]1=[O:29])[C:2]1[CH:7]=[CH:6][CH:5]=[CH:4][CH:3]=1.C(Cl)CCl.C1C=CC2N(O)N=NC=2C=1.CCN(C(C)C)C(C)C.[N:53]1([C:59]([O:61][C:62]([CH3:65])([CH3:64])[CH3:63])=[O:60])[CH2:58][CH2:57][NH:56][CH2:55][CH2:54]1, predict the reaction product. The product is: [CH2:1]([O:8][C@@H:9]1[CH2:14][CH2:13][CH2:12][CH2:11][C@H:10]1[N:15]1[C:19]([C:20]2[CH:21]=[CH:22][CH:23]=[CH:24][CH:25]=2)=[C:18]([C:26]([N:56]2[CH2:55][CH2:54][N:53]([C:59]([O:61][C:62]([CH3:65])([CH3:64])[CH3:63])=[O:60])[CH2:58][CH2:57]2)=[O:27])[NH:17][C:16]1=[O:29])[C:2]1[CH:3]=[CH:4][CH:5]=[CH:6][CH:7]=1. (5) Given the reactants [C:1]([O:5][C:6]([N:8]([C:14]1[CH:19]=[CH:18][CH:17]=[CH:16][C:15]=1[C:20]#[N:21])[C@H:9]([C:11]([OH:13])=[O:12])[CH3:10])=[O:7])([CH3:4])([CH3:3])[CH3:2], predict the reaction product. The product is: [C:1]([O:5][C:6]([N:8]([C:14]1[CH:19]=[CH:18][CH:17]=[CH:16][C:15]=1[CH2:20][NH2:21])[C@H:9]([C:11]([OH:13])=[O:12])[CH3:10])=[O:7])([CH3:2])([CH3:3])[CH3:4].